This data is from NCI-60 drug combinations with 297,098 pairs across 59 cell lines. The task is: Regression. Given two drug SMILES strings and cell line genomic features, predict the synergy score measuring deviation from expected non-interaction effect. Drug 1: C1=CC(=CC=C1CCC2=CNC3=C2C(=O)NC(=N3)N)C(=O)NC(CCC(=O)O)C(=O)O. Drug 2: C1=NC2=C(N=C(N=C2N1C3C(C(C(O3)CO)O)F)Cl)N. Cell line: 786-0. Synergy scores: CSS=19.9, Synergy_ZIP=-10.9, Synergy_Bliss=-9.24, Synergy_Loewe=-7.87, Synergy_HSA=-4.69.